This data is from Reaction yield outcomes from USPTO patents with 853,638 reactions. The task is: Predict the reaction yield, written as a fraction of the theoretical maximum amount of product (1.0 means a 100% yield; for example, 0.34 means a 34% yield). (1) The reactants are Cl[C:2]1[N:7]=[C:6]([NH:8][C:9]2[CH:18]=[CH:17][C:12]3[NH:13][C:14](=[O:16])NC=3C=2)[C:5](F)=[CH:4][N:3]=1.[CH3:20][N:21]1[CH2:26][CH2:25][N:24]([C:27]2[N:32]=[CH:31][C:30]([NH2:33])=[CH:29][CH:28]=2)[CH2:23][CH2:22]1.[C:34]([OH:40])([C:36](F)(F)F)=O.[CH3:41]C(O)C. No catalyst specified. The product is [CH3:41][C:5]1[C:6]([NH:8][C:9]2[CH:18]=[CH:17][C:12]3[NH:13][C:14](=[O:16])[O:40][C:34]=3[CH:36]=2)=[N:7][C:2]([NH:33][C:30]2[CH:31]=[N:32][C:27]([N:24]3[CH2:25][CH2:26][N:21]([CH3:20])[CH2:22][CH2:23]3)=[CH:28][CH:29]=2)=[N:3][CH:4]=1. The yield is 0.600. (2) The reactants are [CH2:1]([NH:8][C:9]([C:11]1[S:15][C:14]([N:16]2[CH2:21][CH2:20][CH2:19][CH2:18][C:17]2=[O:22])=[N:13][C:12]=1[CH3:23])=[O:10])[C:2]1[CH:7]=[CH:6][CH:5]=[CH:4][CH:3]=1.Br[CH2:25][C:26]1[CH:31]=[C:30]([F:32])[CH:29]=[CH:28][C:27]=1[F:33]. No catalyst specified. The product is [CH2:1]([NH:8][C:9]([C:11]1[S:15][C:14]([N:16]2[CH2:21][CH2:20][CH2:19][CH:18]([CH2:25][C:26]3[CH:31]=[C:30]([F:32])[CH:29]=[CH:28][C:27]=3[F:33])[C:17]2=[O:22])=[N:13][C:12]=1[CH3:23])=[O:10])[C:2]1[CH:7]=[CH:6][CH:5]=[CH:4][CH:3]=1. The yield is 0.320. (3) The reactants are [Cl:1][CH2:2][C:3]1[CH:10]=[CH:9][C:6]([CH:7]=O)=[CH:5][CH:4]=1.Cl.[NH2:12][OH:13]. The catalyst is C(O)C. The product is [Cl:1][CH2:2][C:3]1[CH:10]=[CH:9][C:6]([CH:7]=[N:12][OH:13])=[CH:5][CH:4]=1. The yield is 0.970. (4) The reactants are Br[C:2]1[CH:3]=[C:4]2[C:9](=[CH:10][CH:11]=1)[N:8]=[C:7]([CH3:12])[C:6]([C:13](=[O:18])[C:14]([F:17])([F:16])[F:15])=[C:5]2[C:19]1[CH:24]=[CH:23][C:22]([S:25]([CH3:28])(=[O:27])=[O:26])=[CH:21][CH:20]=1.[CH3:29][C:30]1([OH:36])[CH2:35][CH2:34][NH:33][CH2:32][CH2:31]1. No catalyst specified. The product is [F:16][C:14]([F:15])([F:17])[C:13]([C:6]1[C:7]([CH3:12])=[N:8][C:9]2[C:4]([C:5]=1[C:19]1[CH:24]=[CH:23][C:22]([S:25]([CH3:28])(=[O:27])=[O:26])=[CH:21][CH:20]=1)=[CH:3][C:2]([N:33]1[CH2:34][CH2:35][C:30]([OH:36])([CH3:29])[CH2:31][CH2:32]1)=[CH:11][CH:10]=2)=[O:18]. The yield is 0.140. (5) The reactants are [NH2:1][C:2]1[N:3]=[CH:4][C:5]([C:20]2[CH:21]=[N:22][N:23]([CH:25]3[CH2:30][CH2:29][N:28](C(OC(C)(C)C)=O)[CH2:27][CH2:26]3)[CH:24]=2)=[C:6]2[CH:10]=[C:9]([C:11]3[CH:12]=[C:13]4[C:17](=[CH:18][CH:19]=3)[NH:16][N:15]=[CH:14]4)[O:8][C:7]=12.[ClH:38]. The catalyst is CCOC(C)=O. The product is [ClH:38].[NH:16]1[C:17]2[C:13](=[CH:12][C:11]([C:9]3[O:8][C:7]4=[C:2]([NH2:1])[N:3]=[CH:4][C:5]([C:20]5[CH:21]=[N:22][N:23]([CH:25]6[CH2:26][CH2:27][NH:28][CH2:29][CH2:30]6)[CH:24]=5)=[C:6]4[CH:10]=3)=[CH:19][CH:18]=2)[CH:14]=[N:15]1. The yield is 0.600. (6) The reactants are [Br:1][C:2]1[CH:7]=[CH:6][C:5]([O:8][C:9]([F:12])([F:11])[F:10])=[CH:4][CH:3]=1.[Cl:13][S:14](O)(=[O:16])=[O:15]. No catalyst specified. The product is [Br:1][C:2]1[CH:3]=[CH:4][C:5]([O:8][C:9]([F:10])([F:11])[F:12])=[C:6]([S:14]([Cl:13])(=[O:16])=[O:15])[CH:7]=1. The yield is 0.700.